From a dataset of Full USPTO retrosynthesis dataset with 1.9M reactions from patents (1976-2016). Predict the reactants needed to synthesize the given product. (1) The reactants are: [Cl:1][C:2]1[CH:3]=[C:4]([CH:9]=[CH:10][CH:11]=1)[C:5]([O:7]O)=[O:6]. Given the product [Cl:1][C:2]1[CH:3]=[C:4]([CH:9]=[CH:10][CH:11]=1)[C:5]([OH:7])=[O:6], predict the reactants needed to synthesize it. (2) Given the product [N+:8]([C:5]1[CH:6]=[CH:7][C:2]([NH:25][CH2:24][CH2:23][N:22]([CH2:26][CH2:27][OH:28])[CH2:21][CH2:20][OH:19])=[C:3]([CH3:11])[CH:4]=1)([O-:10])=[O:9], predict the reactants needed to synthesize it. The reactants are: F[C:2]1[CH:7]=[CH:6][C:5]([N+:8]([O-:10])=[O:9])=[CH:4][C:3]=1[CH3:11].CN1CCCC1=O.[OH:19][CH2:20][CH2:21][N:22]([CH2:26][CH2:27][OH:28])[CH2:23][CH2:24][NH2:25]. (3) The reactants are: Br[C:2]1[C:10]2[O:9][CH2:8][C:7]([CH3:12])([CH3:11])[C:6]=2[C:5]([O:13][Si:14]([CH:21]([CH3:23])[CH3:22])([CH:18]([CH3:20])[CH3:19])[CH:15]([CH3:17])[CH3:16])=[CH:4][CH:3]=1.[CH3:24]N(C)CCN(C)C.C([Li])CCC.CCCCCC.CI. Given the product [CH3:16][CH:15]([Si:14]([CH:21]([CH3:23])[CH3:22])([CH:18]([CH3:20])[CH3:19])[O:13][C:5]1[C:6]2[C:7]([CH3:12])([CH3:11])[CH2:8][O:9][C:10]=2[C:2]([CH3:24])=[CH:3][CH:4]=1)[CH3:17], predict the reactants needed to synthesize it. (4) Given the product [O:1]1[CH2:6][CH2:5][O:4][C:3]2[CH:7]=[C:8]([C:11]([NH2:20])=[O:13])[CH:9]=[CH:10][C:2]1=2, predict the reactants needed to synthesize it. The reactants are: [O:1]1[CH2:6][CH2:5][O:4][C:3]2[CH:7]=[C:8]([C:11]([OH:13])=O)[CH:9]=[CH:10][C:2]1=2.C1C=CC2N(O)N=[N:20]C=2C=1.N.CCN=C=NCCCN(C)C.Cl.O. (5) The reactants are: [C:1]([CH:3]1[CH2:6][N:5]([C:7](=[O:40])[C@H:8]([NH:10][C:11]([C:13]2[C:21]3[C:16](=[N:17][CH:18]=[C:19]([C:22]4[C:30]5[C:25](=[CH:26][C:27]([Cl:31])=[CH:28][CH:29]=5)[NH:24][N:23]=4)[N:20]=3)[N:15]([CH2:32][O:33][CH2:34][CH2:35][Si:36]([CH3:39])([CH3:38])[CH3:37])[CH:14]=2)=[O:12])[CH3:9])[CH2:4]1)#[N:2].[H-].[Na+].Br.[CH3:44][N:45]([CH2:47][CH2:48]Br)[CH3:46]. Given the product [C:1]([CH:3]1[CH2:6][N:5]([C:7](=[O:40])[C@H:8]([NH:10][C:11]([C:13]2[C:21]3[C:16](=[N:17][CH:18]=[C:19]([C:22]4[C:30]5[C:25](=[CH:26][C:27]([Cl:31])=[CH:28][CH:29]=5)[N:24]([CH2:48][CH2:47][N:45]([CH3:46])[CH3:44])[N:23]=4)[N:20]=3)[N:15]([CH2:32][O:33][CH2:34][CH2:35][Si:36]([CH3:39])([CH3:38])[CH3:37])[CH:14]=2)=[O:12])[CH3:9])[CH2:4]1)#[N:2], predict the reactants needed to synthesize it. (6) The reactants are: N(C(OCCOC)=O)=NC(OCCOC)=O.[CH3:17][C:18]1[CH:23]=[C:22]([N+:24]([O-:26])=[O:25])[C:21]([CH3:27])=[CH:20][C:19]=1[OH:28].[CH3:29][C:30]1([CH2:33]O)[CH2:32][CH2:31]1.C1(P(C2C=CC=CC=2)C2C=CC=CC=2)C=CC=CC=1.C(=O)(O)[O-].[Na+]. Given the product [CH3:17][C:18]1[CH:23]=[C:22]([N+:24]([O-:26])=[O:25])[C:21]([CH3:27])=[CH:20][C:19]=1[O:28][CH2:29][C:30]1([CH3:33])[CH2:32][CH2:31]1, predict the reactants needed to synthesize it.